This data is from Full USPTO retrosynthesis dataset with 1.9M reactions from patents (1976-2016). The task is: Predict the reactants needed to synthesize the given product. (1) Given the product [CH2:7]([O:6][C:4]([C:3]1[NH:1][CH:2]=[C:9]([C:10]([O:22][CH2:20][CH3:21])=[O:25])[C:19]=1[CH3:18])=[O:5])[CH3:8], predict the reactants needed to synthesize it. The reactants are: [N+:1]([CH2:3][C:4]([O:6][CH2:7][CH3:8])=[O:5])#[C-:2].[CH2:9]1[CH2:19][CH2:18]N2C(=NCCC2)C[CH2:10]1.[CH:20](=[O:22])[CH3:21].C(O)(=[O:25])C. (2) Given the product [CH2:1]([O:3][C:4]1[CH:9]=[CH:8][CH:7]=[CH:6][C:5]=1[C:10]1[C:14]2[N:15]=[C:16]([S:19]([CH3:20])(=[O:30])=[O:29])[N:17]=[CH:18][C:13]=2[S:12][C:11]=1[C:21]([O:23][CH3:24])=[O:22])[CH3:2], predict the reactants needed to synthesize it. The reactants are: [CH2:1]([O:3][C:4]1[CH:9]=[CH:8][CH:7]=[CH:6][C:5]=1[C:10]1[C:14]2[N:15]=[C:16]([S:19][CH3:20])[N:17]=[CH:18][C:13]=2[S:12][C:11]=1[C:21]([O:23][CH3:24])=[O:22])[CH3:2].B1([O-])OO1.[OH2:29].[OH2:30].O.O.[Na+]. (3) Given the product [NH2:1][C:2]1[N:7]=[C:6]([N:8]2[CH2:17][CH2:16][C:15]3[C:10](=[CH:11][C:12]([C:18]4[CH:19]=[CH:20][C:21]([C:24]([NH:34][C@H:35]5[CH2:40][CH2:39][C@H:38]([OH:41])[CH2:37][CH2:36]5)=[O:25])=[N:22][CH:23]=4)=[CH:13][CH:14]=3)[CH2:9]2)[CH:5]=[C:4]([N:27]2[CH2:28][CH2:29][N:30]([CH3:33])[CH2:31][CH2:32]2)[N:3]=1, predict the reactants needed to synthesize it. The reactants are: [NH2:1][C:2]1[N:7]=[C:6]([N:8]2[CH2:17][CH2:16][C:15]3[C:10](=[CH:11][C:12]([C:18]4[CH:19]=[CH:20][C:21]([C:24](O)=[O:25])=[N:22][CH:23]=4)=[CH:13][CH:14]=3)[CH2:9]2)[CH:5]=[C:4]([N:27]2[CH2:32][CH2:31][N:30]([CH3:33])[CH2:29][CH2:28]2)[N:3]=1.[NH2:34][C@H:35]1[CH2:40][CH2:39][C@H:38]([OH:41])[CH2:37][CH2:36]1. (4) Given the product [Cl:41][C:2]1[C:3]2[C:10]([I:11])=[CH:9][N:8]([C@@H:12]3[O:27][C@H:26]([CH2:28][OH:29])[C@@H:15]([OH:16])[C@@:13]3([CH3:39])[OH:14])[C:4]=2[N:5]=[CH:6][N:7]=1, predict the reactants needed to synthesize it. The reactants are: N[C:2]1[C:3]2[C:10]([I:11])=[CH:9][N:8]([C@@H:12]3[O:27][C@H:26]([CH2:28][O:29]CC4C=CC(Cl)=CC=4Cl)[C@@H:15]([O:16]CC4C=CC(Cl)=CC=4Cl)[C@@:13]3([CH3:39])[OH:14])[C:4]=2[N:5]=[CH:6][N:7]=1.B(Cl)(Cl)[Cl:41]. (5) Given the product [Na+:54].[CH3:47][O:46][CH2:45][CH2:44][CH2:43][O:42][C:39]1[CH:38]=[CH:37][N:36]=[C:35]([CH2:34][S:32]([C:24]2[N:23]([S:20]([C:16]3[CH:15]=[C:14]([CH:19]=[CH:18][CH:17]=3)[C:13]([O-:48])=[O:12])(=[O:22])=[O:21])[C:27]3[CH:28]=[CH:29][CH:30]=[CH:31][C:26]=3[N:25]=2)=[O:33])[C:40]=1[CH3:41], predict the reactants needed to synthesize it. The reactants are: C1(C)C=CC(S(CC[O:12][C:13](=[O:48])[C:14]2[CH:19]=[CH:18][CH:17]=[C:16]([S:20]([N:23]3[C:27]4[CH:28]=[CH:29][CH:30]=[CH:31][C:26]=4[N:25]=[C:24]3[S:32]([CH2:34][C:35]3[C:40]([CH3:41])=[C:39]([O:42][CH2:43][CH2:44][CH2:45][O:46][CH3:47])[CH:38]=[CH:37][N:36]=3)=[O:33])(=[O:22])=[O:21])[CH:15]=2)(=O)=O)=CC=1.C([O-])(O)=O.[Na+:54]. (6) Given the product [C:1]([N:4]1[CH2:9][CH2:8][CH:7]([NH:10][C:11](=[O:20])[C:12]2[CH:17]=[C:16]([F:18])[CH:15]=[N:14][C:13]=2[O:29][C:26]2[CH:27]=[CH:28][C:23]([S:22][CH3:21])=[CH:24][C:25]=2[F:30])[CH2:6][CH2:5]1)(=[O:3])[CH3:2], predict the reactants needed to synthesize it. The reactants are: [C:1]([N:4]1[CH2:9][CH2:8][CH:7]([NH:10][C:11](=[O:20])[C:12]2[CH:17]=[C:16]([F:18])[CH:15]=[N:14][C:13]=2Cl)[CH2:6][CH2:5]1)(=[O:3])[CH3:2].[CH3:21][S:22][C:23]1[CH:28]=[CH:27][C:26]([OH:29])=[C:25]([F:30])[CH:24]=1.C(=O)([O-])[O-].[Cs+].[Cs+]. (7) Given the product [CH3:33][N:32]([CH2:31][C:30]1[N:24]=[C:23]([C:20]2[CH:21]=[C:22]3[C:17](=[CH:18][CH:19]=2)[NH:16][N:15]=[C:14]3[C:10]2[CH:9]=[C:8]([C:6]([NH:5][CH:1]3[CH2:4][CH2:3][CH2:2]3)=[O:7])[CH:13]=[CH:12][CH:11]=2)[NH:28][N:29]=1)[CH3:34], predict the reactants needed to synthesize it. The reactants are: [CH:1]1([NH:5][C:6]([C:8]2[CH:13]=[CH:12][CH:11]=[C:10]([C:14]3[C:22]4[C:17](=[CH:18][CH:19]=[C:20]([CH:23]=[N:24]OCC)[CH:21]=4)[NH:16][N:15]=3)[CH:9]=2)=[O:7])[CH2:4][CH2:3][CH2:2]1.[NH2:28][NH:29][C:30](=O)[CH2:31][N:32]([CH3:34])[CH3:33].C[O-].[Na+]. (8) Given the product [CH3:11][O:12][CH2:13][C:14]1[CH:15]=[N:16][N:17]([C:19]2[CH:20]=[N:21][N:22]3[CH2:27][C@H:26]([CH3:28])[N:25]([C:29]([NH:5][C:4]4[CH:3]=[C:2]([F:1])[C:8]([F:9])=[C:7]([F:10])[CH:6]=4)=[O:30])[CH2:24][C:23]=23)[CH:18]=1, predict the reactants needed to synthesize it. The reactants are: [F:1][C:2]1[CH:3]=[C:4]([CH:6]=[C:7]([F:10])[C:8]=1[F:9])[NH2:5].[CH3:11][O:12][CH2:13][C:14]1[CH:15]=[N:16][N:17]([C:19]2[CH:20]=[N:21][N:22]3[CH2:27][C@H:26]([CH3:28])[N:25]([C:29](OC(C)(C)C)=[O:30])[CH2:24][C:23]=23)[CH:18]=1.FC1C=CC(C2C=NN3CCN(C(OC(C)(C)C)=O)CC=23)=CC=1.